Dataset: CYP2C19 inhibition data for predicting drug metabolism from PubChem BioAssay. Task: Regression/Classification. Given a drug SMILES string, predict its absorption, distribution, metabolism, or excretion properties. Task type varies by dataset: regression for continuous measurements (e.g., permeability, clearance, half-life) or binary classification for categorical outcomes (e.g., BBB penetration, CYP inhibition). Dataset: cyp2c19_veith. (1) The molecule is O=c1[nH]c2cc(Cl)ccc2c(O)c1-c1ccc(Oc2ccccc2)cc1. The result is 0 (non-inhibitor). (2) The molecule is N#CCCn1c(=O)cnc2cnc(Oc3ccccc3)nc21. The result is 0 (non-inhibitor). (3) The compound is O=[N+]([O-])c1ccc2c(c1)Cc1cc(N=Cc3ccc4c(c3)OCO4)ccc1-2. The result is 0 (non-inhibitor). (4) The result is 1 (inhibitor). The molecule is C[C@@]12C[C@@H]3S[C@@H]3C[C@H]1CC[C@@H]1[C@@H]2CC[C@@]2(C)[C@H](O)CC[C@H]12. (5) The compound is C/C(=N\Nc1nnc(C)c(=O)[nH]1)C(=O)O. The result is 0 (non-inhibitor). (6) The compound is CCn1c(SCc2ccc(C(=O)Nc3nccs3)cc2)nnc1-c1ccc(NC(C)=O)cc1. The result is 1 (inhibitor). (7) The molecule is CCCCNC(=O)CC(=O)Nc1ccccc1C(=O)O. The result is 0 (non-inhibitor). (8) The molecule is CCOc1cc(-c2noc(N)c2C#N)cc(OCC)c1OCC. The result is 1 (inhibitor).